From a dataset of Forward reaction prediction with 1.9M reactions from USPTO patents (1976-2016). Predict the product of the given reaction. Given the reactants [CH3:1][O:2][C:3]1[CH:20]=[CH:19][C:18]2[C@@H:17]3[C@H:8]([C@H:9]4[C@@:13]([CH2:15][CH2:16]3)([CH3:14])[C:12]([C:21]([OH:23])=[O:22])=[CH:11][CH2:10]4)[CH2:7][CH2:6][C:5]=2[CH:4]=1.[C:24](Cl)(=O)C(Cl)=O, predict the reaction product. The product is: [CH3:1][O:2][C:3]1[CH:20]=[CH:19][C:18]2[C@@H:17]3[C@H:8]([C@H:9]4[C@@:13]([CH2:15][CH2:16]3)([CH3:14])[C:12]([C:21]([O:23][CH3:24])=[O:22])=[CH:11][CH2:10]4)[CH2:7][CH2:6][C:5]=2[CH:4]=1.